From a dataset of Catalyst prediction with 721,799 reactions and 888 catalyst types from USPTO. Predict which catalyst facilitates the given reaction. (1) Reactant: [Cl:1][C:2]1[C:3](OS(C(F)(F)F)(=O)=O)=[C:4]([CH:9]=[C:10]([CH2:13][C:14]2[CH:19]=[CH:18][C:17]([O:20][CH3:21])=[CH:16][CH:15]=2)[C:11]=1[CH3:12])[C:5]([O:7][CH3:8])=[O:6].[CH2:30](C([Sn])=C(CCCC)CCCC)[CH2:31]CC.[Cl-].[Li+].[F-].[K+]. Product: [Cl:1][C:2]1[C:3]([CH:30]=[CH2:31])=[C:4]([CH:9]=[C:10]([CH2:13][C:14]2[CH:19]=[CH:18][C:17]([O:20][CH3:21])=[CH:16][CH:15]=2)[C:11]=1[CH3:12])[C:5]([O:7][CH3:8])=[O:6]. The catalyst class is: 233. (2) Reactant: [OH:1][C:2]1[C:7]([CH3:8])=[C:6]([CH3:9])[CH:5]=[C:4]([CH3:10])[C:3]=1[C:11](=[O:13])[CH3:12].[C:14](=O)([O-])[O-].[K+].[K+].CI. Product: [CH3:14][O:1][C:2]1[C:7]([CH3:8])=[C:6]([CH3:9])[CH:5]=[C:4]([CH3:10])[C:3]=1[C:11](=[O:13])[CH3:12]. The catalyst class is: 21. (3) Reactant: [Cl:1][C:2]1[C:7]([C:8]2[CH:13]=[CH:12][CH:11]=[CH:10][C:9]=2[C:14]([F:17])([F:16])[F:15])=[CH:6][C:5]([O:18][CH3:19])=[C:4]([C:20](C2C=C(C(O)=O)N3CC4C=CC=CC=4NCC=23)=[O:21])[CH:3]=1.CN[CH2:41][C:42]1[CH:43]=[N:44][CH:45]=[CH:46][CH:47]=1.O[N:49]1[C:53]2[CH:54]=[CH:55][CH:56]=[CH:57][C:52]=2N=N1.Cl.[CH3:59][N:60]([CH3:69])[CH2:61][CH2:62][CH2:63][N:64]=[C:65]=NCC.C(N([CH2:77][CH3:78])C(C)C)(C)C.CN(C)C=[O:82]. Product: [Cl:1][C:2]1[C:7]([C:8]2[CH:13]=[CH:12][CH:11]=[CH:10][C:9]=2[C:14]([F:17])([F:16])[F:15])=[CH:6][C:5]([O:18][CH3:19])=[C:4]([C:20]([N:49]2[C:53]3[CH:54]=[CH:55][CH:56]=[CH:57][C:52]=3[CH2:43][N:44]3[C:45]([C:69]([N:60]([CH3:59])[CH2:61][C:62]4[CH:63]=[N:64][CH:65]=[CH:77][CH:78]=4)=[O:82])=[CH:46][CH:47]=[C:42]3[CH2:41]2)=[O:21])[CH:3]=1. The catalyst class is: 22.